Dataset: Peptide-MHC class II binding affinity with 134,281 pairs from IEDB. Task: Regression. Given a peptide amino acid sequence and an MHC pseudo amino acid sequence, predict their binding affinity value. This is MHC class II binding data. (1) The peptide sequence is RVYCDPCRAGFETNV. The MHC is DRB1_0301 with pseudo-sequence DRB1_0301. The binding affinity (normalized) is 0.401. (2) The peptide sequence is YDKFLANVSTVLHGK. The MHC is DRB1_1302 with pseudo-sequence DRB1_1302. The binding affinity (normalized) is 0.785. (3) The peptide sequence is PKGGAESSSKAALTS. The MHC is HLA-DPA10301-DPB10402 with pseudo-sequence HLA-DPA10301-DPB10402. The binding affinity (normalized) is 0.165. (4) The peptide sequence is VEIALGGVMGGLWKY. The MHC is HLA-DQA10303-DQB10402 with pseudo-sequence HLA-DQA10303-DQB10402. The binding affinity (normalized) is 0. (5) The peptide sequence is FTVQKGSDPKKLVLD. The MHC is HLA-DPA10201-DPB10101 with pseudo-sequence HLA-DPA10201-DPB10101. The binding affinity (normalized) is 0.123.